From a dataset of NCI-60 drug combinations with 297,098 pairs across 59 cell lines. Regression. Given two drug SMILES strings and cell line genomic features, predict the synergy score measuring deviation from expected non-interaction effect. Drug 2: COC1=C2C(=CC3=C1OC=C3)C=CC(=O)O2. Drug 1: CCCCC(=O)OCC(=O)C1(CC(C2=C(C1)C(=C3C(=C2O)C(=O)C4=C(C3=O)C=CC=C4OC)O)OC5CC(C(C(O5)C)O)NC(=O)C(F)(F)F)O. Synergy scores: CSS=14.8, Synergy_ZIP=-0.297, Synergy_Bliss=-0.697, Synergy_Loewe=-19.6, Synergy_HSA=-0.705. Cell line: IGROV1.